From a dataset of Forward reaction prediction with 1.9M reactions from USPTO patents (1976-2016). Predict the product of the given reaction. (1) Given the reactants [CH3:1][CH:2]([CH2:18][CH3:19])[CH2:3][CH2:4][CH2:5]CCCCCCCCCC(O)=O.[C:20]1(=[O:33])[O:32][CH2:31][CH2:30][CH2:29][CH2:28][CH2:27][CH2:26][CH2:25][CH2:24][CH2:23][CH2:22][CH2:21]1.CC(CC)C[Mg]Br.C([Mg]Br)(CC)C, predict the reaction product. The product is: [CH3:1][CH:2]([CH2:18][CH3:19])[CH2:3][CH2:4][CH2:5][CH2:31][CH2:30][CH2:29][CH2:28][CH2:27][CH2:26][CH2:25][CH2:24][CH2:23][CH2:22][CH2:21][C:20]([OH:32])=[O:33]. (2) Given the reactants [CH3:1][N:2]1[C:6]([CH3:7])=[CH:5][C:4]([NH:8][C:9](=[O:30])[C:10]2[CH:15]=[C:14]([O:16]CC3C=CC=CC=3)[CH:13]=[C:12]([O:24][C@@H:25]([CH3:29])[CH2:26][O:27][CH3:28])[CH:11]=2)=[N:3]1, predict the reaction product. The product is: [CH3:1][N:2]1[C:6]([CH3:7])=[CH:5][C:4]([NH:8][C:9](=[O:30])[C:10]2[CH:11]=[C:12]([O:24][C@@H:25]([CH3:29])[CH2:26][O:27][CH3:28])[CH:13]=[C:14]([OH:16])[CH:15]=2)=[N:3]1. (3) Given the reactants [C:1]([C:3]1[CH:8]=[CH:7][CH:6]=[CH:5][C:4]=1[C:9]1[CH:14]=[CH:13][C:12]([CH2:15][N:16]2[C:21](=[O:22])[C:20]([C:23](O)=[O:24])=[C:19]([CH2:26][CH3:27])[N:18]=[C:17]2[CH2:28][CH2:29][CH3:30])=[CH:11][CH:10]=1)#[N:2].[NH:31]1[CH2:36][CH2:35][O:34][CH2:33][CH2:32]1.Cl.CN(C)CCCN=C=NCC.O.ON1C2C=CC=CC=2N=N1, predict the reaction product. The product is: [CH2:26]([C:19]1[N:18]=[C:17]([CH2:28][CH2:29][CH3:30])[N:16]([CH2:15][C:12]2[CH:11]=[CH:10][C:9]([C:4]3[C:3]([C:1]#[N:2])=[CH:8][CH:7]=[CH:6][CH:5]=3)=[CH:14][CH:13]=2)[C:21](=[O:22])[C:20]=1[C:23]([N:31]1[CH2:36][CH2:35][O:34][CH2:33][CH2:32]1)=[O:24])[CH3:27]. (4) Given the reactants [Cl:1][C:2]1[C:10]2[N:6]([C:7]([CH2:14][CH:15]3[CH2:19][CH2:18]CO3)=[CH:8][C:9]=2[C:11]([OH:13])=O)[CH:5]=[CH:4][CH:3]=1.Cl.[NH2:21][CH2:22][C:23]1([OH:31])[CH2:28][CH2:27][C:26]([F:30])([F:29])[CH2:25][CH2:24]1.CN([C:35]([O:39]N1N=NC2C=CC=NC1=2)=[N+](C)C)C.F[P-](F)(F)(F)(F)F, predict the reaction product. The product is: [Cl:1][C:2]1[C:10]2[N:6]([C:7]([CH2:14][CH:15]3[CH2:19][CH2:18][O:39][CH2:35]3)=[CH:8][C:9]=2[C:11]([NH:21][CH2:22][C:23]2([OH:31])[CH2:24][CH2:25][C:26]([F:30])([F:29])[CH2:27][CH2:28]2)=[O:13])[CH:5]=[CH:4][CH:3]=1. (5) Given the reactants [Cl:1][C:2]1[C:7]([OH:8])=[CH:6][C:5]([C:9]2[C:10](=[O:18])[N:11]([CH3:17])[C:12](=[S:16])[N:13]([CH3:15])[N:14]=2)=[C:4]([F:19])[CH:3]=1.Cl[C:21]1[N:26]=[CH:25][CH:24]=[CH:23][N:22]=1.C(=O)([O-])[O-].[K+].[K+].CC(=O)CC, predict the reaction product. The product is: [Cl:1][C:2]1[C:7]([O:8][C:21]2[N:26]=[CH:25][CH:24]=[CH:23][N:22]=2)=[CH:6][C:5]([C:9]2[C:10](=[O:18])[N:11]([CH3:17])[C:12](=[S:16])[N:13]([CH3:15])[N:14]=2)=[C:4]([F:19])[CH:3]=1. (6) Given the reactants [NH2:1][C:2]1[C:10]2[C:5](=[N:6][C:7]([CH3:15])=[CH:8][C:9]=2[C:11]([F:14])([F:13])[F:12])[S:4][C:3]=1[C:16]([OH:18])=O.CN(C(ON1N=NC2C=CC=NC1=2)=[N+](C)C)C.F[P-](F)(F)(F)(F)F.CCN(C(C)C)C(C)C.[CH3:52][NH:53][CH2:54][CH2:55][C:56]1[CH:61]=[CH:60][CH:59]=[CH:58][CH:57]=1, predict the reaction product. The product is: [NH2:1][C:2]1[C:10]2[C:5](=[N:6][C:7]([CH3:15])=[CH:8][C:9]=2[C:11]([F:12])([F:13])[F:14])[S:4][C:3]=1[C:16]([N:53]([CH3:52])[CH2:54][CH2:55][C:56]1[CH:61]=[CH:60][CH:59]=[CH:58][CH:57]=1)=[O:18]. (7) The product is: [CH2:14]([S:13][C:9]([O:10][CH2:11][O:4][C:3](=[O:5])[C:2]([CH3:7])([CH3:6])[CH3:1])=[O:16])[CH3:15]. Given the reactants [CH3:1][C:2]([CH3:7])([CH3:6])[C:3]([OH:5])=[O:4].O.[C:9](=[O:16])([S:13][CH2:14][CH3:15])[O:10][CH2:11]I, predict the reaction product.